From a dataset of NCI-60 drug combinations with 297,098 pairs across 59 cell lines. Regression. Given two drug SMILES strings and cell line genomic features, predict the synergy score measuring deviation from expected non-interaction effect. (1) Drug 1: C1CCN(CC1)CCOC2=CC=C(C=C2)C(=O)C3=C(SC4=C3C=CC(=C4)O)C5=CC=C(C=C5)O. Drug 2: CC1=C2C(C(=O)C3(C(CC4C(C3C(C(C2(C)C)(CC1OC(=O)C(C(C5=CC=CC=C5)NC(=O)OC(C)(C)C)O)O)OC(=O)C6=CC=CC=C6)(CO4)OC(=O)C)OC)C)OC. Cell line: SF-295. Synergy scores: CSS=53.9, Synergy_ZIP=16.5, Synergy_Bliss=16.4, Synergy_Loewe=-17.1, Synergy_HSA=15.9. (2) Drug 1: CC1=C2C(C(=O)C3(C(CC4C(C3C(C(C2(C)C)(CC1OC(=O)C(C(C5=CC=CC=C5)NC(=O)C6=CC=CC=C6)O)O)OC(=O)C7=CC=CC=C7)(CO4)OC(=O)C)O)C)OC(=O)C. Drug 2: C1C(C(OC1N2C=NC3=C2NC=NCC3O)CO)O. Cell line: SF-539. Synergy scores: CSS=69.7, Synergy_ZIP=12.9, Synergy_Bliss=12.2, Synergy_Loewe=-22.0, Synergy_HSA=10.5. (3) Drug 1: C1=NNC2=C1C(=O)NC=N2. Drug 2: C(CN)CNCCSP(=O)(O)O. Cell line: DU-145. Synergy scores: CSS=-0.828, Synergy_ZIP=-4.27, Synergy_Bliss=-6.41, Synergy_Loewe=-5.92, Synergy_HSA=-4.99. (4) Cell line: A498. Synergy scores: CSS=25.8, Synergy_ZIP=-6.88, Synergy_Bliss=-1.97, Synergy_Loewe=-9.36, Synergy_HSA=-4.28. Drug 2: CC1=C(C=C(C=C1)NC(=O)C2=CC=C(C=C2)CN3CCN(CC3)C)NC4=NC=CC(=N4)C5=CN=CC=C5. Drug 1: COC1=C(C=C2C(=C1)N=CN=C2NC3=CC(=C(C=C3)F)Cl)OCCCN4CCOCC4. (5) Drug 1: CC=C1C(=O)NC(C(=O)OC2CC(=O)NC(C(=O)NC(CSSCCC=C2)C(=O)N1)C(C)C)C(C)C. Drug 2: CN(C(=O)NC(C=O)C(C(C(CO)O)O)O)N=O. Cell line: MDA-MB-231. Synergy scores: CSS=38.3, Synergy_ZIP=-1.26, Synergy_Bliss=-0.107, Synergy_Loewe=-0.144, Synergy_HSA=0.0387. (6) Drug 1: CN(CC1=CN=C2C(=N1)C(=NC(=N2)N)N)C3=CC=C(C=C3)C(=O)NC(CCC(=O)O)C(=O)O. Drug 2: C(CC(=O)O)C(=O)CN.Cl. Cell line: IGROV1. Synergy scores: CSS=39.9, Synergy_ZIP=-0.739, Synergy_Bliss=0.968, Synergy_Loewe=-27.4, Synergy_HSA=-0.816. (7) Drug 2: CCC1(C2=C(COC1=O)C(=O)N3CC4=CC5=C(C=CC(=C5CN(C)C)O)N=C4C3=C2)O.Cl. Synergy scores: CSS=37.3, Synergy_ZIP=0.661, Synergy_Bliss=-0.686, Synergy_Loewe=-79.3, Synergy_HSA=-4.96. Drug 1: C1CN(P(=O)(OC1)NCCCl)CCCl. Cell line: NCIH23.